Dataset: Forward reaction prediction with 1.9M reactions from USPTO patents (1976-2016). Task: Predict the product of the given reaction. (1) Given the reactants [C:1]([O:4][C:5]([C:9](=[O:19])[CH2:10][C:11](=[O:18])[C:12]1[CH:17]=[CH:16][CH:15]=[CH:14][CH:13]=1)=[CH:6]OC)(=[O:3])[CH3:2], predict the reaction product. The product is: [C:1]([O:4][C:5]1[C:9](=[O:19])[CH:10]=[C:11]([C:12]2[CH:17]=[CH:16][CH:15]=[CH:14][CH:13]=2)[O:18][CH:6]=1)(=[O:3])[CH3:2]. (2) Given the reactants N.FC(F)(F)C([N:6]1[CH2:11][C:10]2([CH2:16][CH2:15][N:14]([CH2:17][C:18]3[CH:23]=[CH:22][CH:21]=[C:20]([CH2:24][CH2:25][OH:26])[C:19]=3[F:27])[CH2:13][CH2:12]2)[O:9][CH2:8][CH2:7]1)=O, predict the reaction product. The product is: [O:9]1[C:10]2([CH2:16][CH2:15][N:14]([CH2:17][C:18]3[C:19]([F:27])=[C:20]([CH2:24][CH2:25][OH:26])[CH:21]=[CH:22][CH:23]=3)[CH2:13][CH2:12]2)[CH2:11][NH:6][CH2:7][CH2:8]1. (3) Given the reactants [CH3:1][C:2]1[CH:7]=[CH:6][C:5]([C:8]2[O:12][N:11]=[CH:10][C:9]=2[C:13]([OH:15])=O)=[CH:4][CH:3]=1.CN(C(ON1N=NC2C=CC=CC1=2)=[N+](C)C)C.[B-](F)(F)(F)F.C(N(C(C)C)C(C)C)C.Cl.[NH:48]1[CH2:53][CH2:52][CH2:51][CH:50]([C:54]([OH:59])([CH2:57][CH3:58])[CH2:55][CH3:56])[CH2:49]1, predict the reaction product. The product is: [CH3:1][C:2]1[CH:3]=[CH:4][C:5]([C:8]2[O:12][N:11]=[CH:10][C:9]=2[C:13]([N:48]2[CH2:53][CH2:52][CH2:51][CH:50]([C:54]([OH:59])([CH2:57][CH3:58])[CH2:55][CH3:56])[CH2:49]2)=[O:15])=[CH:6][CH:7]=1. (4) Given the reactants [C:1]([S:5]([CH2:8][C@@H:9]([N:12]1[C@H:17]([C:18]2[CH:23]=[CH:22][C:21]([Cl:24])=[CH:20][CH:19]=2)[C@@H:16]([C:25]2[CH:30]=[CH:29][CH:28]=[C:27]([Cl:31])[CH:26]=2)[O:15][C@H:14]([CH2:32][C:33]([OH:35])=[O:34])[C:13]1=[O:36])[CH2:10][CH3:11])(=[O:7])=[O:6])([CH3:4])([CH3:3])[CH3:2].[CH3:37][Si](C=[N+]=[N-])(C)C, predict the reaction product. The product is: [C:1]([S:5]([CH2:8][C@@H:9]([N:12]1[C@H:17]([C:18]2[CH:23]=[CH:22][C:21]([Cl:24])=[CH:20][CH:19]=2)[C@@H:16]([C:25]2[CH:30]=[CH:29][CH:28]=[C:27]([Cl:31])[CH:26]=2)[O:15][C@H:14]([CH2:32][C:33]([O:35][CH3:37])=[O:34])[C:13]1=[O:36])[CH2:10][CH3:11])(=[O:7])=[O:6])([CH3:2])([CH3:3])[CH3:4].